From a dataset of Forward reaction prediction with 1.9M reactions from USPTO patents (1976-2016). Predict the product of the given reaction. (1) Given the reactants [CH3:1][O:2][C:3]1[CH:8]=[CH:7][C:6]([N+:9]([O-:11])=[O:10])=[CH:5][C:4]=1[NH:12][C:13]1[N:18]=[C:17]([N:19]2[CH:23]=[C:22]([CH:24]=O)[C:21]([CH3:26])=[N:20]2)[CH:16]=[CH:15][N:14]=1.C([N:30]([CH:33]([CH3:35])C)[CH2:31]C)(C)C.Cl.N1CCC1.C(O[BH-](OC(=O)C)OC(=O)C)(=O)C.[Na+], predict the reaction product. The product is: [N:30]1([CH2:24][C:22]2[C:21]([CH3:26])=[N:20][N:19]([C:17]3[CH:16]=[CH:15][N:14]=[C:13]([NH:12][C:4]4[CH:5]=[C:6]([N+:9]([O-:11])=[O:10])[CH:7]=[CH:8][C:3]=4[O:2][CH3:1])[N:18]=3)[CH:23]=2)[CH2:31][CH2:35][CH2:33]1. (2) Given the reactants O=[C:2]([CH3:9])[CH2:3][C:4]([O:6][CH2:7][CH3:8])=[O:5].[C:10](O)(=O)[CH3:11].[N:14]([O-])=O.[Na+].COC(OC)CC(=O)C, predict the reaction product. The product is: [CH2:7]([O:6][C:4]([C:3]1[NH:14][C:10]([CH3:11])=[CH:9][CH:2]=1)=[O:5])[CH3:8]. (3) Given the reactants [C:1]1([CH3:24])[CH:6]=[CH:5][C:4]([C:7]2[N:8]=[C:9]3[CH:23]=[CH:22][CH2:21][NH:20][C:10]3=[N:11][C:12]=2[C:13]2[CH:18]=[CH:17][C:16]([CH3:19])=[CH:15][CH:14]=2)=[CH:3][CH:2]=1.O=[CH:26][CH2:27][CH2:28][CH2:29][CH2:30][CH2:31][C:32]([O:34][CH2:35][CH3:36])=[O:33].C(O[BH-](OC(=O)C)OC(=O)C)(=O)C.[Na+], predict the reaction product. The product is: [C:1]1([CH3:24])[CH:6]=[CH:5][C:4]([C:7]2[N:8]=[C:9]3[CH:23]=[CH:22][CH2:21][N:20]([CH2:26][CH2:27][CH2:28][CH2:29][CH2:30][CH2:31][C:32]([O:34][CH2:35][CH3:36])=[O:33])[C:10]3=[N:11][C:12]=2[C:13]2[CH:18]=[CH:17][C:16]([CH3:19])=[CH:15][CH:14]=2)=[CH:3][CH:2]=1. (4) Given the reactants [CH3:1][O:2][C:3]1[CH:11]=[CH:10][C:9]([CH3:12])=[CH:8][C:4]=1[C:5](O)=[S:6].Cl.[CH2:14]([O:16][CH2:17][CH2:18][N:19]1[C:23]2[CH:24]=[CH:25][CH:26]=[CH:27][C:22]=2[N:21]=[C:20]1[N:28]1[CH2:34][CH2:33][CH2:32][N:31]([CH2:35][CH2:36][C:37]2([C:42]3[CH:47]=[CH:46][CH:45]=[CH:44][CH:43]=3)[CH2:41][CH2:40][NH:39][CH2:38]2)[CH2:30][CH2:29]1)[CH3:15], predict the reaction product. The product is: [CH3:1][O:2][C:3]1[CH:11]=[CH:10][C:9]([CH3:12])=[CH:8][C:4]=1[C:5]([N:39]1[CH2:40][CH2:41][C:37]([CH2:36][CH2:35][N:31]2[CH2:32][CH2:33][CH2:34][N:28]([C:20]3[N:19]([CH2:18][CH2:17][O:16][CH2:14][CH3:15])[C:23]4[CH:24]=[CH:25][CH:26]=[CH:27][C:22]=4[N:21]=3)[CH2:29][CH2:30]2)([C:42]2[CH:47]=[CH:46][CH:45]=[CH:44][CH:43]=2)[CH2:38]1)=[S:6]. (5) The product is: [C:1]([O:5][C:6]([N:8]1[CH2:13][CH2:12][CH2:11][C:10](=[O:14])[CH2:9]1)=[O:7])([CH3:4])([CH3:2])[CH3:3]. Given the reactants [C:1]([O:5][C:6]([N:8]1[CH2:13][CH2:12][CH2:11][CH:10]([OH:14])[CH2:9]1)=[O:7])([CH3:4])([CH3:3])[CH3:2].[Na+].[Br-].C([O-])(O)=O.[Na+].[O-]Cl.[Na+], predict the reaction product. (6) Given the reactants [CH3:1][O:2][C:3]1[CH:4]=[C:5]([CH:9]=[CH:10][C:11]=1[B:12]1[O:16][C:15]([CH3:18])([CH3:17])[C:14]([CH3:20])([CH3:19])[O:13]1)[C:6](Cl)=[O:7].[F:21][C:22]([F:31])([F:30])[C:23]1[CH:28]=[CH:27][N:26]=[C:25]([NH2:29])[CH:24]=1, predict the reaction product. The product is: [CH3:1][O:2][C:3]1[CH:4]=[C:5]([CH:9]=[CH:10][C:11]=1[B:12]1[O:16][C:15]([CH3:18])([CH3:17])[C:14]([CH3:20])([CH3:19])[O:13]1)[C:6]([NH:29][C:25]1[CH:24]=[C:23]([C:22]([F:30])([F:21])[F:31])[CH:28]=[CH:27][N:26]=1)=[O:7]. (7) The product is: [CH2:35]([O:42][C:43]([NH:45][C@H:46]([C:50]1[CH:55]=[CH:54][CH:53]=[CH:52][CH:51]=1)[C:47]([O:9][C@@H:3]1[CH:4]2[CH2:7][CH2:8][N:1]([CH2:6][CH2:5]2)[CH2:2]1)=[O:48])=[O:44])[C:36]1[CH:37]=[CH:38][CH:39]=[CH:40][CH:41]=1. Given the reactants [N:1]12[CH2:8][CH2:7][CH:4]([CH2:5][CH2:6]1)[C@@H:3]([OH:9])[CH2:2]2.C(=NC1CCCCC1)=NC1CCCCC1.N1(O)C2C=CC=CC=2N=N1.[CH2:35]([O:42][C:43]([NH:45][C@H:46]([C:50]1[CH:55]=[CH:54][CH:53]=[CH:52][CH:51]=1)[C:47](O)=[O:48])=[O:44])[C:36]1[CH:41]=[CH:40][CH:39]=[CH:38][CH:37]=1, predict the reaction product. (8) Given the reactants [OH:1][C:2]1[C:7]2[C:8](=[O:22])[N:9]([C:16]3[CH:21]=[CH:20][CH:19]=[CH:18][CH:17]=3)[C:10]3[CH:11]=[CH:12][CH:13]=[CH:14][C:15]=3[C:6]=2[O:5][C:4](=[O:23])[C:3]=1[S:24][C:25]1[CH:30]=[CH:29][C:28]([N+:31]([O-])=O)=[CH:27][CH:26]=1.O.O.[Sn](Cl)Cl.O, predict the reaction product. The product is: [NH2:31][C:28]1[CH:29]=[CH:30][C:25]([S:24][C:3]2[C:4](=[O:23])[O:5][C:6]3[C:15]4[CH:14]=[CH:13][CH:12]=[CH:11][C:10]=4[N:9]([C:16]4[CH:21]=[CH:20][CH:19]=[CH:18][CH:17]=4)[C:8](=[O:22])[C:7]=3[C:2]=2[OH:1])=[CH:26][CH:27]=1. (9) Given the reactants [CH3:1][O:2][CH2:3][C:4]1([N:7]2[CH2:12][C:11]3([CH2:17][CH2:16][N:15](C(OC(C)(C)C)=O)[CH2:14][CH2:13]3)[O:10][CH2:9][C:8]2=[O:25])[CH2:6][CH2:5]1.[ClH:26].O1CCOCC1, predict the reaction product. The product is: [ClH:26].[CH3:1][O:2][CH2:3][C:4]1([N:7]2[CH2:12][C:11]3([CH2:17][CH2:16][NH:15][CH2:14][CH2:13]3)[O:10][CH2:9][C:8]2=[O:25])[CH2:6][CH2:5]1. (10) The product is: [C:26]1([N:25]([C:19]2[CH:20]=[CH:21][CH:22]=[CH:23][CH:24]=2)[C:2]2[CH:15]=[CH:14][C:13]3[C:4](=[C:5]([N:25]([C:34]4[CH:33]=[CH:36][CH:49]=[CH:47][CH:50]=4)[C:19]4[CH:24]=[CH:23][CH:22]=[CH:21][CH:20]=4)[C:6]4[C:11]([C:12]=3[N:25]([C:19]3[CH:20]=[CH:21][CH:22]=[CH:23][CH:24]=3)[C:26]3[CH:27]=[CH:28][CH:29]=[CH:30][CH:31]=3)=[CH:10][C:9]([N:25]([C:19]3[CH:20]=[CH:21][CH:22]=[CH:23][CH:24]=3)[C:26]3[CH:27]=[CH:28][CH:29]=[CH:30][CH:31]=3)=[CH:8][CH:7]=4)[CH:3]=2)[CH:27]=[CH:28][CH:29]=[CH:30][CH:31]=1. Given the reactants Br[C:2]1[CH:15]=[CH:14][C:13]2[C:4](=[C:5](Br)[C:6]3[C:11]([C:12]=2Br)=[CH:10][C:9](Br)=[CH:8][CH:7]=3)[CH:3]=1.[C:19]1([NH:25][C:26]2[CH:31]=[CH:30][CH:29]=[CH:28][CH:27]=2)[CH:24]=[CH:23][CH:22]=[CH:21][CH:20]=1.C[C:33]([CH3:36])([O-])[CH3:34].[Na+].C(P([C:47]([CH3:50])([CH3:49])C)C(C)(C)C)(C)(C)C, predict the reaction product.